From a dataset of Forward reaction prediction with 1.9M reactions from USPTO patents (1976-2016). Predict the product of the given reaction. (1) Given the reactants Br[C:2]1[CH:7]=[CH:6][CH:5]=[C:4]([Br:8])[CH:3]=1.Cl.[F:10][C@H:11]1[CH2:15][CH2:14][NH:13][CH2:12]1.C1C=CC(P(C2C(C3C(P(C4C=CC=CC=4)C4C=CC=CC=4)=CC=C4C=3C=CC=C4)=C3C(C=CC=C3)=CC=2)C2C=CC=CC=2)=CC=1.C([O-])([O-])=O.[Cs+].[Cs+], predict the reaction product. The product is: [Br:8][C:4]1[CH:3]=[C:2]([N:13]2[CH2:14][CH2:15][C@H:11]([F:10])[CH2:12]2)[CH:7]=[CH:6][CH:5]=1. (2) The product is: [CH2:12]([C:2]1[CH:11]=[CH:10][C:5]([C:6]([O:8][CH3:9])=[O:7])=[CH:4][N:3]=1)[CH3:13]. Given the reactants Cl[C:2]1[CH:11]=[CH:10][C:5]([C:6]([O:8][CH3:9])=[O:7])=[CH:4][N:3]=1.[CH2:12]([Mg]Br)[CH3:13], predict the reaction product. (3) Given the reactants Br[C:2]1[CH:7]=[CH:6][C:5]([NH:8][C:9]([C:11]2[NH:12][CH:13]=[C:14]([C:16]#[N:17])[N:15]=2)=[O:10])=[C:4]([C:18]2[CH2:23][CH2:22][C:21]([CH3:25])([CH3:24])[CH2:20][CH:19]=2)[CH:3]=1.C([Mg]Cl)(C)C.[Li]C(C)(C)C.[O:36]1[CH2:41][CH2:40][C:39](=[O:42])[CH2:38][CH2:37]1, predict the reaction product. The product is: [CH3:24][C:21]1([CH3:25])[CH2:22][CH2:23][C:18]([C:4]2[CH:3]=[C:2]([C:39]3([OH:42])[CH2:40][CH2:41][O:36][CH2:37][CH2:38]3)[CH:7]=[CH:6][C:5]=2[NH:8][C:9]([C:11]2[NH:15][C:14]([C:16]#[N:17])=[CH:13][N:12]=2)=[O:10])=[CH:19][CH2:20]1. (4) Given the reactants [CH2:1]([C:8]1[CH:13]=[CH:12][C:11]([NH:14][C:15]2[C:20]([C:21]([NH:23][C@@H:24]3[CH2:29][CH2:28][C@H:27]([NH:30][C:31]([C:33]4[N:34]=[C:35]5[CH:40]=[CH:39][C:38]([F:41])=[CH:37][N:36]5[CH:42]=4)=[O:32])[CH2:26][CH2:25]3)=[O:22])=[CH:19][C:18]([F:43])=[CH:17][N:16]=2)=[CH:10][CH:9]=1)[C:2]1[CH:7]=[CH:6][CH:5]=[CH:4][CH:3]=1.[C:44](N1C=CN=C1)(N1C=CN=C1)=[O:45].[H-].[Na+], predict the reaction product. The product is: [CH2:1]([C:8]1[CH:13]=[CH:12][C:11]([N:14]2[C:15]3[N:16]=[CH:17][C:18]([F:43])=[CH:19][C:20]=3[C:21](=[O:22])[N:23]([C@@H:24]3[CH2:29][CH2:28][C@H:27]([NH:30][C:31]([C:33]4[N:34]=[C:35]5[CH:40]=[CH:39][C:38]([F:41])=[CH:37][N:36]5[CH:42]=4)=[O:32])[CH2:26][CH2:25]3)[C:44]2=[O:45])=[CH:10][CH:9]=1)[C:2]1[CH:3]=[CH:4][CH:5]=[CH:6][CH:7]=1. (5) Given the reactants [Si]([O:8][C:9]1[C:10]([F:24])=[C:11]([CH:16]([CH2:22][CH3:23])[CH2:17][C:18]([O:20][CH3:21])=[O:19])[CH:12]=[C:13]([F:15])[CH:14]=1)(C(C)(C)C)(C)C.[F-].[K+], predict the reaction product. The product is: [F:24][C:10]1[C:9]([OH:8])=[CH:14][C:13]([F:15])=[CH:12][C:11]=1[CH:16]([CH2:22][CH3:23])[CH2:17][C:18]([O:20][CH3:21])=[O:19]. (6) Given the reactants I[C:2]1[N:3]=[CH:4][N:5]2[CH:9]=[CH:8][S:7][C:6]=12.[Si:10]([O:17][C@H:18]1[CH2:22][N:21]([C:23]([O:25][CH2:26][C:27]2[CH:32]=[CH:31][C:30]([N+:33]([O-:35])=[O:34])=[CH:29][CH:28]=2)=[O:24])[C@H:20]([CH:36]=[O:37])[CH2:19]1)([C:13]([CH3:16])([CH3:15])[CH3:14])([CH3:12])[CH3:11], predict the reaction product. The product is: [Si:10]([O:17][C@H:18]1[CH2:22][N:21]([C:23]([O:25][CH2:26][C:27]2[CH:32]=[CH:31][C:30]([N+:33]([O-:35])=[O:34])=[CH:29][CH:28]=2)=[O:24])[C@H:20]([CH:36]([OH:37])[C:2]2[N:3]=[CH:4][N:5]3[CH:9]=[CH:8][S:7][C:6]=23)[CH2:19]1)([C:13]([CH3:16])([CH3:15])[CH3:14])([CH3:12])[CH3:11]. (7) The product is: [CH3:1][O:2][C:3](=[O:18])[C:4]1[CH:9]=[C:8]([C:10]2[O:11][CH:12]=[CH:13][N:14]=2)[CH:7]=[C:6]([NH2:15])[CH:5]=1. Given the reactants [CH3:1][O:2][C:3](=[O:18])[C:4]1[CH:9]=[C:8]([C:10]2[O:11][CH:12]=[CH:13][N:14]=2)[CH:7]=[C:6]([N+:15]([O-])=O)[CH:5]=1.[H][H], predict the reaction product.